Task: Predict the product of the given reaction.. Dataset: Forward reaction prediction with 1.9M reactions from USPTO patents (1976-2016) Given the reactants [N+:1]([C:4]1[CH:15]=[CH:14][C:7]([NH:8][CH2:9][CH:10]([OH:13])[CH2:11]O)=[CH:6][CH:5]=1)([O-:3])=[O:2].Cl[C:17]1[CH:22]=[CH:21][C:20]([S:23]([C:26]([F:29])([F:28])[F:27])(=[O:25])=[O:24])=[CH:19][C:18]=1[N+:30]([O-:32])=[O:31].[C:33](=[O:36])([O-])[O-].[K+].[K+], predict the reaction product. The product is: [N+:30]([C:18]1[CH:19]=[C:20]([S:23]([C:26]([F:29])([F:28])[F:27])(=[O:25])=[O:24])[CH:21]=[CH:22][C:17]=1[O:13][CH:10]([CH2:11][O:36][C:33]1[CH:22]=[CH:21][C:20]([S:23]([C:26]([F:29])([F:27])[F:28])(=[O:24])=[O:25])=[CH:19][C:18]=1[N+:30]([O-:32])=[O:31])[CH2:9][NH:8][C:7]1[CH:14]=[CH:15][C:4]([N+:1]([O-:3])=[O:2])=[CH:5][CH:6]=1)([O-:32])=[O:31].